This data is from Forward reaction prediction with 1.9M reactions from USPTO patents (1976-2016). The task is: Predict the product of the given reaction. (1) The product is: [CH2:1]([NH:8][CH:9]1[C:17]2[C:12](=[CH:13][CH:14]=[C:15]([F:18])[CH:16]=2)[CH2:11][CH2:10]1)[C:2]1[CH:3]=[CH:4][CH:5]=[CH:6][CH:7]=1. Given the reactants [CH2:1]([N:8]=[C:9]1[C:17]2[C:12](=[CH:13][CH:14]=[C:15]([F:18])[CH:16]=2)[CH2:11][CH2:10]1)[C:2]1[CH:7]=[CH:6][CH:5]=[CH:4][CH:3]=1.[BH4-].[Na+].ClCCl.O, predict the reaction product. (2) The product is: [Cl:9][C:4]1[CH:3]=[C:2]([NH:10][CH:11]([CH3:12])[C:13]([OH:15])=[O:14])[CH:7]=[CH:6][C:5]=1[Cl:8]. Given the reactants Br[C:2]1[CH:7]=[CH:6][C:5]([Cl:8])=[C:4]([Cl:9])[CH:3]=1.[NH2:10][C@H:11]([C:13]([OH:15])=[O:14])[CH3:12].CN(C)CCO.Cl, predict the reaction product.